From a dataset of Peptide-MHC class II binding affinity with 134,281 pairs from IEDB. Regression. Given a peptide amino acid sequence and an MHC pseudo amino acid sequence, predict their binding affinity value. This is MHC class II binding data. (1) The peptide sequence is GGNFAGGGFGMLLRK. The MHC is DRB1_0405 with pseudo-sequence DRB1_0405. The binding affinity (normalized) is 0.0938. (2) The peptide sequence is GVTLVRKNRWLLLNV. The MHC is DRB1_0404 with pseudo-sequence DRB1_0404. The binding affinity (normalized) is 0.733. (3) The peptide sequence is PPFGDSYIIVGRGDS. The MHC is DRB1_0404 with pseudo-sequence DRB1_0404. The binding affinity (normalized) is 0.224. (4) The peptide sequence is FVNQHLCGSHLVEAL. The MHC is HLA-DPA10103-DPB10401 with pseudo-sequence HLA-DPA10103-DPB10401. The binding affinity (normalized) is 0.136. (5) The peptide sequence is MSMASSSSSSLLAMA. The MHC is DRB5_0101 with pseudo-sequence DRB5_0101. The binding affinity (normalized) is 0.105. (6) The peptide sequence is GLTSTRMFLKVRESNTTE. The MHC is DRB4_0101 with pseudo-sequence DRB4_0103. The binding affinity (normalized) is 0.200.